Dataset: Peptide-MHC class I binding affinity with 185,985 pairs from IEDB/IMGT. Task: Regression. Given a peptide amino acid sequence and an MHC pseudo amino acid sequence, predict their binding affinity value. This is MHC class I binding data. The peptide sequence is YPACEAIGL. The MHC is HLA-B15:01 with pseudo-sequence HLA-B15:01. The binding affinity (normalized) is 0.0847.